From a dataset of Reaction yield outcomes from USPTO patents with 853,638 reactions. Predict the reaction yield, written as a fraction of the theoretical maximum amount of product (1.0 means a 100% yield; for example, 0.34 means a 34% yield). The yield is 0.960. The reactants are C(OP([CH2:9][C:10]#[N:11])(=O)OCC)C.C[Si]([N-][Si](C)(C)C)(C)C.[Li+].[CH3:22][O:23][C:24]1[CH:25]=[C:26]([C:32]([C:34]2[CH:39]=[CH:38][CH:37]=[C:36]([O:40][CH3:41])[CH:35]=2)=O)[CH:27]=[C:28]([O:30][CH3:31])[CH:29]=1. The product is [CH3:22][O:23][C:24]1[CH:25]=[C:26]([C:32]([C:34]2[CH:39]=[CH:38][CH:37]=[C:36]([O:40][CH3:41])[CH:35]=2)=[CH:9][C:10]#[N:11])[CH:27]=[C:28]([O:30][CH3:31])[CH:29]=1. The catalyst is C1COCC1.